Dataset: Reaction yield outcomes from USPTO patents with 853,638 reactions. Task: Predict the reaction yield, written as a fraction of the theoretical maximum amount of product (1.0 means a 100% yield; for example, 0.34 means a 34% yield). The reactants are [NH2:1]/[C:2](=[N:8]\[O:9][C:10](=O)[CH2:11][C:12]1[CH:17]=[C:16]([F:18])[CH:15]=[CH:14][C:13]=1[F:19])/[C:3]([O:5][CH2:6][CH3:7])=[O:4]. The catalyst is N1C=CC=CC=1. The product is [F:19][C:13]1[CH:14]=[CH:15][C:16]([F:18])=[CH:17][C:12]=1[CH2:11][C:10]1[O:9][N:8]=[C:2]([C:3]([O:5][CH2:6][CH3:7])=[O:4])[N:1]=1. The yield is 0.710.